From a dataset of Catalyst prediction with 721,799 reactions and 888 catalyst types from USPTO. Predict which catalyst facilitates the given reaction. (1) Reactant: [Na].[N+:2]([C:5]1[CH:10]=[CH:9][CH:8]=[CH:7][C:6]=1[OH:11])([O-:4])=[O:3].C(=O)([O-])[O-].[Na+].[Na+].Cl.[CH3:19][N:20]1[CH:24]=[CH:23][N:22]=[C:21]1[CH2:25]Cl.O. Product: [CH3:19][N:20]1[CH:24]=[CH:23][N:22]=[C:21]1[CH2:25][O:11][C:6]1[CH:7]=[CH:8][CH:9]=[CH:10][C:5]=1[N+:2]([O-:4])=[O:3]. The catalyst class is: 9. (2) Reactant: [Br:1][C:2]1[CH:11]=[CH:10][C:9]2[O:8][C:7]3[CH2:12][CH2:13][CH2:14][O:15][C:6]=3[C:5](=[O:16])[C:4]=2[CH:3]=1.CCC(C)[BH-](C(C)CC)C(C)CC.[Li+]. Product: [Br:1][C:2]1[CH:11]=[CH:10][C:9]2[O:8][C@@H:7]3[CH2:12][CH2:13][CH2:14][O:15][C@H:6]3[C:5](=[O:16])[C:4]=2[CH:3]=1. The catalyst class is: 1.